Dataset: Full USPTO retrosynthesis dataset with 1.9M reactions from patents (1976-2016). Task: Predict the reactants needed to synthesize the given product. (1) Given the product [Cl:30][C:31]1[CH:39]=[CH:38][C:34]([C:35]([N:17]([CH2:10][C:9](=[O:12])[NH:8][C:4]2[CH:5]=[CH:6][CH:7]=[C:2]([Cl:1])[CH:3]=2)[CH2:16][C:15]2[C:14]([F:13])=[CH:21][CH:20]=[CH:19][C:18]=2[F:22])=[O:36])=[CH:33][CH:32]=1, predict the reactants needed to synthesize it. The reactants are: [Cl:1][C:2]1[CH:3]=[C:4]([NH:8][C:9](=[O:12])[CH2:10]Cl)[CH:5]=[CH:6][CH:7]=1.[F:13][C:14]1[CH:21]=[CH:20][CH:19]=[C:18]([F:22])[C:15]=1[CH2:16][NH2:17].C(N(CC)CC)C.[Cl:30][C:31]1[CH:39]=[CH:38][C:34]([C:35](Cl)=[O:36])=[CH:33][CH:32]=1. (2) The reactants are: [CH2:1]([C:3]1[C:4]([F:17])=[CH:5][N:6]=[C:7]2[C:12]=1[N:11]=[C:10]([O:13]CC=C)[CH:9]=[CH:8]2)[CH3:2].[C:18]1(C)[C:19](C)=CC=C[CH:23]=1. Given the product [CH2:1]([C:3]1[C:4]([F:17])=[CH:5][N:6]=[C:7]2[C:12]=1[N:11]([CH2:19][CH:18]=[CH2:23])[C:10](=[O:13])[CH:9]=[CH:8]2)[CH3:2], predict the reactants needed to synthesize it. (3) Given the product [Br:26][C:23]1[CH:24]=[CH:25][C:20]([CH2:19][NH:16][C:9]([O:11][C:12]([CH3:13])([CH3:14])[CH3:15])=[O:10])=[CH:21][C:22]=1[F:27], predict the reactants needed to synthesize it. The reactants are: [C:12]([O:11][C:9](O[C:9]([O:11][C:12]([CH3:15])([CH3:14])[CH3:13])=[O:10])=[O:10])([CH3:15])([CH3:14])[CH3:13].[N:16]([CH2:19][C:20]1[CH:25]=[CH:24][C:23]([Br:26])=[C:22]([F:27])[CH:21]=1)=[N+]=[N-].